This data is from Reaction yield outcomes from USPTO patents with 853,638 reactions. The task is: Predict the reaction yield, written as a fraction of the theoretical maximum amount of product (1.0 means a 100% yield; for example, 0.34 means a 34% yield). The reactants are [F:1][C:2]([F:28])([F:27])[S:3]([C:6]1([OH:26])[C:19]2[O:20][C@@H:16]3[C@@:17]45[CH2:21][CH2:22][N:23]([CH3:24])[C@@H:11]([C@@H:12]4[CH:13]=[CH:14][C@@H:15]3[OH:25])[CH2:10][C:9]([C:18]5=2)=[CH:8][CH2:7]1)(=[O:5])=[O:4].[C:29]([O-:32])(O)=[O:30].[Na+].ClC(OC)=O. The catalyst is C(Cl)(Cl)Cl. The product is [C:29](=[O:30])([OH:32])[NH2:23].[F:28][C:2]([F:1])([F:27])[S:3]([C:6]1([OH:26])[C:19]2[O:20][C@@H:16]3[C@@:17]45[CH2:21][CH2:22][N:23]([CH3:24])[C@@H:11]([C@@H:12]4[CH:13]=[CH:14][C@@H:15]3[OH:25])[CH2:10][C:9]([C:18]5=2)=[CH:8][CH2:7]1)(=[O:5])=[O:4]. The yield is 0.950.